This data is from Full USPTO retrosynthesis dataset with 1.9M reactions from patents (1976-2016). The task is: Predict the reactants needed to synthesize the given product. (1) The reactants are: [Cl:1][C:2]1[CH:9]=[C:8]([F:10])[CH:7]=[CH:6][C:3]=1[CH:4]=O.[CH3:11][C:12]1[N:13]=[C:14]([CH2:17][C:18]([CH3:20])=O)[S:15][CH:16]=1.[NH2:21]/[C:22](/[CH3:26])=[CH:23]\[C:24]#[N:25]. Given the product [Cl:1][C:2]1[CH:9]=[C:8]([F:10])[CH:7]=[CH:6][C:3]=1[CH:4]1[C:17]([C:14]2[S:15][CH:16]=[C:12]([CH3:11])[N:13]=2)=[C:18]([CH3:20])[NH:21][C:22]([CH3:26])=[C:23]1[C:24]#[N:25], predict the reactants needed to synthesize it. (2) Given the product [CH3:1][C:2]1[C:6]([CH2:7][N:8]2[CH:12]=[C:11]([N:13]3[C:17](=[O:18])[C:16]([CH3:19])([CH3:20])[N:15]([CH:24]([C:26]4[CH:31]=[CH:30][CH:29]=[CH:28][CH:27]=4)[CH3:25])[C:14]3=[O:21])[CH:10]=[N:9]2)=[C:5]([CH3:22])[O:4][N:3]=1, predict the reactants needed to synthesize it. The reactants are: [CH3:1][C:2]1[C:6]([CH2:7][N:8]2[CH:12]=[C:11]([N:13]3[C:17](=[O:18])[C:16]([CH3:20])([CH3:19])[NH:15][C:14]3=[O:21])[CH:10]=[N:9]2)=[C:5]([CH3:22])[O:4][N:3]=1.Br[CH:24]([C:26]1[CH:31]=[CH:30][CH:29]=[CH:28][CH:27]=1)[CH3:25]. (3) Given the product [NH2:1][C:2]1[N:10]=[C:9]([O:11][CH2:12][CH2:13][CH2:14][CH3:15])[N:8]=[C:7]2[C:3]=1[NH:4][C:5](=[O:36])[N:6]2[CH2:16][CH2:17][CH2:18][CH2:19][N:20]([CH3:35])[S:21]([C:24]1[CH:25]=[C:26]([CH2:30][C:31]([OH:33])=[O:32])[CH:27]=[CH:28][CH:29]=1)(=[O:22])=[O:23].[CH2:40]([O:39][CH2:43][CH3:42])[CH3:41].[CH3:29][CH2:24][CH2:25][CH:26]([CH3:30])[CH3:27], predict the reactants needed to synthesize it. The reactants are: [NH2:1][C:2]1[N:10]=[C:9]([O:11][CH2:12][CH2:13][CH2:14][CH3:15])[N:8]=[C:7]2[C:3]=1[NH:4][C:5](=[O:36])[N:6]2[CH2:16][CH2:17][CH2:18][CH2:19][N:20]([CH3:35])[S:21]([C:24]1[CH:25]=[C:26]([CH2:30][C:31]([O:33]C)=[O:32])[CH:27]=[CH:28][CH:29]=1)(=[O:23])=[O:22].[OH-].[Li+].[O:39]1[CH2:43][CH2:42][CH2:41][CH2:40]1.